From a dataset of Peptide-MHC class II binding affinity with 134,281 pairs from IEDB. Regression. Given a peptide amino acid sequence and an MHC pseudo amino acid sequence, predict their binding affinity value. This is MHC class II binding data. (1) The peptide sequence is ISGDLKTQIDQVEST. The MHC is HLA-DQA10401-DQB10402 with pseudo-sequence HLA-DQA10401-DQB10402. The binding affinity (normalized) is 0.282. (2) The peptide sequence is FKAAVAAAAGAPPAD. The MHC is HLA-DPA10201-DPB10101 with pseudo-sequence HLA-DPA10201-DPB10101. The binding affinity (normalized) is 0.0648.